Dataset: Hepatocyte clearance measurements from AstraZeneca. Task: Regression/Classification. Given a drug SMILES string, predict its absorption, distribution, metabolism, or excretion properties. Task type varies by dataset: regression for continuous measurements (e.g., permeability, clearance, half-life) or binary classification for categorical outcomes (e.g., BBB penetration, CYP inhibition). For this dataset (clearance_hepatocyte_az), we predict log10(clearance) (log10 of the in vitro intrinsic clearance, CLint, in uL/min per 10^6 hepatocytes; values are censored to the assay range of 3 to 150, which is 0.477 to 2.18 on this log10 scale). The compound is N#Cc1ccc2ccc(=O)n(CCN3CC[C@@H](NCc4ccc5c(n4)NC(=O)CO5)[C@@H](F)C3)c2c1. The log10(clearance) is 1.22.